Dataset: Reaction yield outcomes from USPTO patents with 853,638 reactions. Task: Predict the reaction yield, written as a fraction of the theoretical maximum amount of product (1.0 means a 100% yield; for example, 0.34 means a 34% yield). (1) The reactants are C[O:2][C:3](=O)[C@H:4]([N:18]1[CH2:23][CH2:22][N:21]([C:24](=[O:37])[NH:25][C:26]2[CH:31]=[CH:30][C:29]([C:32]([F:35])([F:34])[F:33])=[C:28]([Cl:36])[CH:27]=2)[C@@H:20]([CH3:38])[C:19]1=[O:39])[CH2:5][CH2:6][C:7]([N:9]1[CH2:16][CH2:15][C:12]2([CH2:14][CH2:13]2)[C@H:11]([OH:17])[CH2:10]1)=[O:8].[Li+].[BH4-]. The catalyst is CO. The product is [Cl:36][C:28]1[CH:27]=[C:26]([NH:25][C:24]([N:21]2[CH2:22][CH2:23][N:18]([C@@H:4]([CH2:3][OH:2])[CH2:5][CH2:6][C:7]([N:9]3[CH2:16][CH2:15][C:12]4([CH2:13][CH2:14]4)[C@H:11]([OH:17])[CH2:10]3)=[O:8])[C:19](=[O:39])[C@@H:20]2[CH3:38])=[O:37])[CH:31]=[CH:30][C:29]=1[C:32]([F:33])([F:34])[F:35]. The yield is 0.660. (2) The reactants are [C:1]([OH:9])(=O)[C:2]1[CH:7]=[CH:6][CH:5]=[N:4][CH:3]=1.[F:10][C:11]1[CH:16]=[CH:15][C:14]([CH:17]([C:21]2[CH:26]=[CH:25][C:24]([F:27])=[CH:23][CH:22]=2)[CH2:18][CH2:19][NH2:20])=[CH:13][CH:12]=1. No catalyst specified. The product is [F:10][C:11]1[CH:16]=[CH:15][C:14]([CH:17]([C:21]2[CH:22]=[CH:23][C:24]([F:27])=[CH:25][CH:26]=2)[CH2:18][CH2:19][NH:20][C:1](=[O:9])[C:2]2[CH:7]=[CH:6][CH:5]=[N:4][CH:3]=2)=[CH:13][CH:12]=1. The yield is 0.146. (3) The reactants are [Br:1][C:2]1[CH:3]=[C:4]2[C:8](=[CH:9][CH:10]=1)[NH:7][C:6](=[O:11])[C:5]2=O.[F:13][C:14]([F:23])([F:22])[C:15]1[CH:16]=[C:17]([CH:19]=[CH:20][CH:21]=1)[NH2:18].C(O)(=O)C. The catalyst is CO. The product is [Br:1][C:2]1[CH:3]=[C:4]2[C:8](=[CH:9][CH:10]=1)[NH:7][C:6](=[O:11])/[C:5]/2=[N:18]\[C:17]1[CH:19]=[CH:20][CH:21]=[C:15]([C:14]([F:13])([F:22])[F:23])[CH:16]=1. The yield is 0.400. (4) The reactants are I[C:2]1[CH:3]=[C:4]2[C:8](=[CH:9][CH:10]=1)[NH:7][CH:6]=[CH:5]2.[NH:11]1[CH:15]=[N:14][CH:13]=[N:12]1.C([O-])([O-])=O.[K+].[K+].N1CCC[C@H]1C(O)=O.CNCCNC. The catalyst is CN(C=O)C.[Cu]I. The product is [N:11]1([C:2]2[CH:3]=[C:4]3[C:8](=[CH:9][CH:10]=2)[NH:7][CH:6]=[CH:5]3)[CH:15]=[N:14][CH:13]=[N:12]1. The yield is 0.520.